From a dataset of Reaction yield outcomes from USPTO patents with 853,638 reactions. Predict the reaction yield, written as a fraction of the theoretical maximum amount of product (1.0 means a 100% yield; for example, 0.34 means a 34% yield). (1) The reactants are [OH-].[K+].C([O:5][C:6](=[O:29])[C:7]([CH3:28])([CH3:27])[CH2:8][CH2:9][CH2:10][CH2:11][CH:12]([CH2:25][OH:26])[CH2:13][CH2:14][CH2:15][CH2:16][C:17]([CH3:24])([CH3:23])[C:18]([O:20]CC)=[O:19])C. The catalyst is O.C(O)C. The product is [OH:26][CH2:25][CH:12]([CH2:13][CH2:14][CH2:15][CH2:16][C:17]([CH3:24])([CH3:23])[C:18]([OH:20])=[O:19])[CH2:11][CH2:10][CH2:9][CH2:8][C:7]([CH3:28])([CH3:27])[C:6]([OH:29])=[O:5]. The yield is 0.810. (2) The reactants are C(N(CC)CC)C.[NH2:8][C@H:9]([C:12]([OH:14])=[O:13])[CH2:10][OH:11].Cl.C1C(=O)N([O:23][C:24]([O:26][CH2:27][CH:28]2[C:40]3[C:35](=[CH:36][CH:37]=[CH:38][CH:39]=3)[C:34]3[C:29]2=[CH:30][CH:31]=[CH:32][CH:33]=3)=O)C(=O)C1. The catalyst is C(=O)([O-])O.[Na+].COCCOC. The product is [NH:8]([C:24]([O:26][CH2:27][CH:28]1[C:29]2[C:34](=[CH:33][CH:32]=[CH:31][CH:30]=2)[C:35]2[C:40]1=[CH:39][CH:38]=[CH:37][CH:36]=2)=[O:23])[C@H:9]([C:12]([OH:14])=[O:13])[CH2:10][OH:11]. The yield is 0.626. (3) The reactants are [CH3:1][C:2]1[CH:10]=[CH:9][C:5]([C:6]([OH:8])=O)=[CH:4][CH:3]=1.[NH2:11][C@@H:12]1[C@H:16]2[O:17][CH2:18][C@H:19]([NH:20][C:21](=[O:35])[C:22]3[CH:27]=[CH:26][CH:25]=[C:24]([O:28][C:29]4[CH:34]=[CH:33][CH:32]=[CH:31][CH:30]=4)[CH:23]=3)[C@H:15]2[O:14][CH2:13]1. No catalyst specified. The product is [CH3:1][C:2]1[CH:3]=[CH:4][C:5]([C:6]([NH:11][C@@H:12]2[C@H:16]3[O:17][CH2:18][C@H:19]([NH:20][C:21](=[O:35])[C:22]4[CH:27]=[CH:26][CH:25]=[C:24]([O:28][C:29]5[CH:30]=[CH:31][CH:32]=[CH:33][CH:34]=5)[CH:23]=4)[C@H:15]3[O:14][CH2:13]2)=[O:8])=[CH:9][CH:10]=1. The yield is 0.419. (4) The reactants are Br[CH2:2][C:3]([C:5]1[C:6]([C:11]2[CH:16]=[CH:15][CH:14]=[CH:13][CH:12]=2)=[N:7][O:8][C:9]=1[CH3:10])=[O:4].[CH:17](=O)[C:18]1[C:19](=[CH:21][CH:22]=[CH:23][CH:24]=1)[OH:20].C(=O)([O-])[O-].[K+].[K+]. The catalyst is CN(C=O)C. The product is [O:20]1[C:19]2[CH:21]=[CH:22][CH:23]=[CH:24][C:18]=2[CH:17]=[C:2]1[C:3]([C:5]1[C:6]([C:11]2[CH:16]=[CH:15][CH:14]=[CH:13][CH:12]=2)=[N:7][O:8][C:9]=1[CH3:10])=[O:4]. The yield is 0.860. (5) The reactants are O[CH2:2][C:3]1[C:11]([CH2:12][C@H:13]2[CH2:17][CH2:16][O:15][C:14]2=[O:18])=[CH:10][CH:9]=[C:8]2[C:4]=1[CH:5]=[N:6][NH:7]2.S(Cl)(Cl)=O.[C:23](=[O:26])([O-])[O-].[K+].[K+].[CH2:29]([NH2:34])[C:30]([CH3:33])([CH3:32])[CH3:31].Cl[CH2:36]Cl. No catalyst specified. The product is [C:14]([O:15][CH2:16][CH2:17][C@H:13]1[C:23](=[O:26])[N:34]([CH2:29][C:30]([CH3:33])([CH3:32])[CH3:31])[CH2:2][C:3]2[C:4]3[CH:5]=[N:6][NH:7][C:8]=3[CH:9]=[CH:10][C:11]=2[CH2:12]1)(=[O:18])[CH3:36]. The yield is 0.190. (6) The reactants are C([O:3][P:4]([CH2:9][CH:10]([NH:12][C:13](=[O:35])[C:14]1[CH:19]=[CH:18][C:17]([N:20]([CH2:22][C:23]2[N:24]=[C:25]3[C:30](=[N:31][CH:32]=2)[N:29]=[C:28]([NH2:33])[N:27]=[C:26]3[NH2:34])[CH3:21])=[CH:16][CH:15]=1)[CH3:11])(=[O:8])[O:5]CC)C.C[Si](Br)(C)C.O.CO. The catalyst is CN(C=O)C. The product is [NH2:33][C:28]1[N:27]=[C:26]([NH2:34])[C:25]2[C:30](=[N:31][CH:32]=[C:23]([CH2:22][N:20]([CH3:21])[C:17]3[CH:16]=[CH:15][C:14]([C:13]([NH:12][CH:10]([CH3:11])[CH2:9][P:4](=[O:3])([OH:8])[OH:5])=[O:35])=[CH:19][CH:18]=3)[N:24]=2)[N:29]=1. The yield is 0.380. (7) The reactants are [C:1]([C:3]1[CH:4]=[C:5]([C:16]([O:18][CH3:19])=[O:17])[C:6]2[C:7]([CH3:15])=[CH:8][N:9]([CH:12]([CH3:14])[CH3:13])[C:10]=2[CH:11]=1)#[N:2].[N:20]([Si](C)(C)C)=[N+:21]=[N-:22].O.O.O.[F-].C([N+](CCCC)(CCCC)CCCC)CCC.CO.C(Cl)Cl. The catalyst is CCOC(C)=O.CC(O)=O. The product is [CH:12]([N:9]1[C:10]2[CH:11]=[C:3]([C:1]3[NH:22][N:21]=[N:20][N:2]=3)[CH:4]=[C:5]([C:16]([O:18][CH3:19])=[O:17])[C:6]=2[C:7]([CH3:15])=[CH:8]1)([CH3:14])[CH3:13]. The yield is 0.480. (8) The reactants are ClC(OCC(C)C)=O.[O:9]1[CH:13]=[CH:12][CH:11]=[C:10]1[C:14]([NH:16][C:17]1([C:23]([OH:25])=[O:24])[CH2:22][CH2:21][CH2:20][CH2:19][CH2:18]1)=O.C(N(CC)CC)C. The catalyst is O1CCCC1. The product is [O:9]1[CH:13]=[CH:12][CH:11]=[C:10]1[C:14]1[O:25][C:23](=[O:24])[C:17]2([CH2:18][CH2:19][CH2:20][CH2:21][CH2:22]2)[N:16]=1. The yield is 0.970.